Dataset: Full USPTO retrosynthesis dataset with 1.9M reactions from patents (1976-2016). Task: Predict the reactants needed to synthesize the given product. (1) The reactants are: [Br:1][C:2]1[CH:3]=[CH:4][C:5]([NH:20][CH2:21][CH2:22][OH:23])=[C:6]([NH:8][C:9](=O)[CH2:10][NH:11]C(=O)OC(C)(C)C)[CH:7]=1. Given the product [NH2:11][CH2:10][C:9]1[N:20]([CH2:21][CH2:22][OH:23])[C:5]2[CH:4]=[CH:3][C:2]([Br:1])=[CH:7][C:6]=2[N:8]=1, predict the reactants needed to synthesize it. (2) Given the product [CH3:38][O:37][C:35](=[O:36])[CH2:34][N:13]1[CH2:14][CH2:15][CH:10]([N:9]([CH2:16][C:17]2[C:22]([CH3:23])=[CH:21][CH:20]=[CH:19][N:18]=2)[CH2:8][C:3]2[C:2]([CH3:1])=[CH:7][CH:6]=[CH:5][N:4]=2)[CH2:11][CH2:12]1, predict the reactants needed to synthesize it. The reactants are: [CH3:1][C:2]1[C:3]([CH2:8][N:9]([CH2:16][C:17]2[C:22]([CH3:23])=[CH:21][CH:20]=[CH:19][N:18]=2)[CH:10]2[CH2:15][CH2:14][NH:13][CH2:12][CH2:11]2)=[N:4][CH:5]=[CH:6][CH:7]=1.CCN(C(C)C)C(C)C.Br[CH2:34][C:35]([O:37][CH3:38])=[O:36].C([O-])(O)=O.[Na+]. (3) Given the product [OH:2][CH2:3][CH2:4][N+:5]([CH3:8])([CH3:7])[CH3:6].[F:9][C:10]1[C:28]([N:29]2[CH2:30][CH2:31][N:32]([C:35]3[CH:40]=[CH:39][C:38]([F:41])=[CH:37][CH:36]=3)[CH2:33][CH2:34]2)=[CH:27][C:13]2=[N:14][C:15]3[N:16]([CH3:26])[CH:17]=[C:18]([C:23]([O-:25])=[O:24])[C:19](=[O:22])[C:20]=3[CH:21]=[C:12]2[CH:11]=1, predict the reactants needed to synthesize it. The reactants are: [OH-].[OH:2][CH2:3][CH2:4][N+:5]([CH3:8])([CH3:7])[CH3:6].[F:9][C:10]1[C:28]([N:29]2[CH2:34][CH2:33][N:32]([C:35]3[CH:40]=[CH:39][C:38]([F:41])=[CH:37][CH:36]=3)[CH2:31][CH2:30]2)=[CH:27][C:13]2=[N:14][C:15]3[N:16]([CH3:26])[CH:17]=[C:18]([C:23]([OH:25])=[O:24])[C:19](=[O:22])[C:20]=3[CH:21]=[C:12]2[CH:11]=1.